From a dataset of Forward reaction prediction with 1.9M reactions from USPTO patents (1976-2016). Predict the product of the given reaction. (1) The product is: [CH2:1]([C:5]1[CH:6]=[C:7]2[C:12](=[C:13]([O:15][C@@H:16]3[CH2:20][CH2:19][N:18]([CH2:23][CH2:22][C:21]([O:25][CH3:26])=[O:24])[CH2:17]3)[CH:14]=1)[N:11]=[CH:10][CH:9]=[CH:8]2)[CH2:2][CH2:3][CH3:4]. Given the reactants [CH2:1]([C:5]1[CH:6]=[C:7]2[C:12](=[C:13]([O:15][C@@H:16]3[CH2:20][CH2:19][NH:18][CH2:17]3)[CH:14]=1)[N:11]=[CH:10][CH:9]=[CH:8]2)[CH2:2][CH2:3][CH3:4].[C:21]([O:25][CH3:26])(=[O:24])[CH:22]=[CH2:23], predict the reaction product. (2) The product is: [CH3:9][Si:10]([C:13]#[C:14][C:2]1[CH:8]=[CH:7][C:5]([NH2:6])=[CH:4][CH:3]=1)([CH3:12])[CH3:11]. Given the reactants Br[C:2]1[CH:8]=[CH:7][C:5]([NH2:6])=[CH:4][CH:3]=1.[CH3:9][Si:10]([C:13]#[CH:14])([CH3:12])[CH3:11].C(NC(C)C)(C)C, predict the reaction product.